From a dataset of KCNQ2 potassium channel screen with 302,405 compounds. Binary Classification. Given a drug SMILES string, predict its activity (active/inactive) in a high-throughput screening assay against a specified biological target. (1) The molecule is O(c1ccc(CNC(=O)c2nc3c(cc2)cccc3)cc1)C. The result is 0 (inactive). (2) The compound is o1nc(n2nnc(c2C(=O)N\N=C\c2c3c(ccc2)cccc3)C)c(n1)N. The result is 0 (inactive). (3) The compound is O=C(N1CCCc2c1cccc2)Cn1c2c(c(=O)n(c1=O)CC)cccc2. The result is 0 (inactive). (4) The drug is s1c(/C=N\n2c(n[nH]c2=S)c2ccncc2)ccc1C. The result is 0 (inactive). (5) The molecule is Clc1c(CNC(=O)C(n2nc(c3sc4c(c3c2=O)cccc4)C)C)cccc1. The result is 0 (inactive). (6) The drug is o1c(CCC(=O)Nc2ccc(cc2)C(OCC)=O)ccc1CC. The result is 0 (inactive).